This data is from Reaction yield outcomes from USPTO patents with 853,638 reactions. The task is: Predict the reaction yield, written as a fraction of the theoretical maximum amount of product (1.0 means a 100% yield; for example, 0.34 means a 34% yield). (1) The reactants are [N:1]1([C:6]([NH2:8])=[O:7])[CH2:5][CH2:4][CH2:3][CH2:2]1.[NH2:9][C:10]1([C:16]([OH:18])=[O:17])[CH2:15][CH2:14][NH:13][CH2:12][CH2:11]1.[2H]C(Cl)(Cl)Cl.CO[2H]. No catalyst specified. The product is [N:1]1([C:6]([NH2:8])=[O:7])[CH2:5][CH2:4][CH2:3][CH2:2]1.[NH2:9][C:10]1([C:16]([OH:18])=[O:17])[CH2:15][CH2:14][N:13]([CH2:14][CH2:15][C:10]2[CH:11]=[CH:12][C:4]([C:5]3[CH:4]=[CH:3][CH:2]=[C:6]([NH2:8])[N:1]=3)=[CH:3][CH:2]=2)[CH2:12][CH2:11]1. The yield is 0.390. (2) The reactants are [OH:1][CH:2]1[CH2:7][CH2:6][N:5]([CH2:8][C:9]2[CH:14]=[CH:13][CH:12]=[CH:11][CH:10]=2)[CH2:4][CH:3]1[C:15]([O:17][CH2:18][CH3:19])=[O:16].[C:20]([Si:24]([CH3:27])([CH3:26])Cl)([CH3:23])([CH3:22])[CH3:21].N1C=CN=C1.O. The catalyst is CN(C)C=O.C(OCC)(=O)C.CCCCCC. The product is [OH:1][C@H:2]1[CH2:7][CH2:6][N:5]([CH2:8][C:9]2[CH:10]=[CH:11][CH:12]=[CH:13][CH:14]=2)[CH2:4][C@H:3]1[C:15]([O:17][CH2:18][CH3:19])=[O:16].[CH3:21][C:20]([Si:24]([CH3:27])([CH3:26])[O:1][C@@H:2]1[CH2:7][CH2:6][N:5]([CH2:8][C:9]2[CH:10]=[CH:11][CH:12]=[CH:13][CH:14]=2)[CH2:4][C@H:3]1[C:15]([O:17][CH2:18][CH3:19])=[O:16])([CH3:23])[CH3:22]. The yield is 0.450. (3) The reactants are [F:1][C:2]1[CH:3]=[CH:4][C:5]([O:10][C:11]2[CH:12]=[C:13]3[C:17](=[CH:18][CH:19]=2)[N:16]([CH2:20][C:21]([OH:24])([CH3:23])[CH3:22])[N:15]=[CH:14]3)=[C:6]([CH:9]=1)[C:7]#[N:8].N1C(C)=CC=CC=1C.[Si:33](OS(C(F)(F)F)(=O)=O)([C:36]([CH3:39])([CH3:38])[CH3:37])([CH3:35])[CH3:34]. The catalyst is ClCCl.CCOCC. The product is [Si:33]([O:24][C:21]([CH3:22])([CH3:23])[CH2:20][N:16]1[C:17]2[C:13](=[CH:12][C:11]([O:10][C:5]3[CH:4]=[CH:3][C:2]([F:1])=[CH:9][C:6]=3[C:7]#[N:8])=[CH:19][CH:18]=2)[CH:14]=[N:15]1)([C:36]([CH3:39])([CH3:38])[CH3:37])([CH3:35])[CH3:34]. The yield is 0.940. (4) The reactants are F[C:2]1[CH:7]=[C:6]([F:8])[CH:5]=[CH:4][C:3]=1[S:9]([CH3:12])(=[O:11])=[O:10].[Cl:13][C:14]1[CH:15]=[CH:16][C:17]([O:23][CH3:24])=[C:18]([CH:20]([NH2:22])[CH3:21])[CH:19]=1.C(N(CC)C(C)C)(C)C. The catalyst is C(#N)C. The product is [Cl:13][C:14]1[CH:15]=[CH:16][C:17]([O:23][CH3:24])=[C:18]([CH:20]([NH:22][C:2]2[CH:7]=[C:6]([F:8])[CH:5]=[CH:4][C:3]=2[S:9]([CH3:12])(=[O:11])=[O:10])[CH3:21])[CH:19]=1. The yield is 0.350.